This data is from Catalyst prediction with 721,799 reactions and 888 catalyst types from USPTO. The task is: Predict which catalyst facilitates the given reaction. (1) Reactant: Cl[CH2:2][C:3]([C:5]1[CH:6]=[C:7]2[C:12](=[CH:13][CH:14]=1)[NH:11][C:10](=[O:15])[CH2:9][CH2:8]2)=[O:4].[OH:16][C:17]1([C:23]2[S:24][CH:25]=[CH:26][C:27]=2[CH3:28])[CH2:22][CH2:21][NH:20][CH2:19][CH2:18]1.C(N(CC)CC)C. Product: [OH:16][C:17]1([C:23]2[S:24][CH:25]=[CH:26][C:27]=2[CH3:28])[CH2:18][CH2:19][N:20]([CH2:2][C:3]([C:5]2[CH:6]=[C:7]3[C:12](=[CH:13][CH:14]=2)[NH:11][C:10](=[O:15])[CH2:9][CH2:8]3)=[O:4])[CH2:21][CH2:22]1. The catalyst class is: 3. (2) Reactant: [C:1]1([C:7]2[C:11]3=[N:12][C:13](=[O:16])[C:14](=[O:15])[C:10]3=[N:9][C:8]=2[C:17]2[CH:22]=[CH:21][CH:20]=[CH:19][CH:18]=2)[CH:6]=[CH:5][CH:4]=[CH:3][CH:2]=1.[CH2:23](Br)[C:24]1[CH:29]=[CH:28][CH:27]=[CH:26][CH:25]=1.C([O-])([O-])=O.[K+].[K+]. Product: [CH2:23]([N:12]1[C:11]2[C:7]([C:1]3[CH:6]=[CH:5][CH:4]=[CH:3][CH:2]=3)=[C:8]([C:17]3[CH:18]=[CH:19][CH:20]=[CH:21][CH:22]=3)[N:9]([CH2:7][C:1]3[CH:6]=[CH:5][CH:4]=[CH:3][CH:2]=3)[C:10]=2[C:14](=[O:15])[C:13]1=[O:16])[C:24]1[CH:29]=[CH:28][CH:27]=[CH:26][CH:25]=1. The catalyst class is: 3. (3) Reactant: [NH:1]1[CH:5]=[CH:4][N:3]=[N:2]1.Cl[C:7]1[N:12]=[C:11]([NH:13][C:14]2[N:19]=[CH:18][C:17]3[N:20]=[C:21]([CH3:26])[N:22]([CH:23]([CH3:25])[CH3:24])[C:16]=3[CH:15]=2)[CH:10]=[CH:9][N:8]=1.C(=O)([O-])[O-].[K+].[K+].CN1CCCC1=O. Product: [N:1]1[N:2]([C:7]2[N:12]=[C:11]([NH:13][C:14]3[N:19]=[CH:18][C:17]4[N:20]=[C:21]([CH3:26])[N:22]([CH:23]([CH3:24])[CH3:25])[C:16]=4[CH:15]=3)[CH:10]=[CH:9][N:8]=2)[N:3]=[CH:4][CH:5]=1. The catalyst class is: 6. (4) Reactant: C(N(CC)C(C)C)(C)C.[CH2:10](Br)[C:11]1[CH:16]=[CH:15][CH:14]=[CH:13][CH:12]=1.CN(C=O)C.[N+:23]([C:26]1[CH:27]=[CH:28][C:29]2[O:34][CH2:33][CH2:32][NH:31][C:30]=2[CH:35]=1)([O-:25])=[O:24]. Product: [CH2:10]([N:31]1[C:30]2[CH:35]=[C:26]([N+:23]([O-:25])=[O:24])[CH:27]=[CH:28][C:29]=2[O:34][CH2:33][CH2:32]1)[C:11]1[CH:16]=[CH:15][CH:14]=[CH:13][CH:12]=1. The catalyst class is: 84. (5) Reactant: [Br:1][C:2]1[CH:3]=[C:4]2[C:9](=[CH:10][CH:11]=1)[O:8][CH:7]=[C:6]([CH:12]=O)[C:5]2=[O:14].[CH3:15][O:16][C:17]([C:19]#[C:20][C:21]([O:23][CH3:24])=[O:22])=[O:18].C1(P(C2C=CC=CC=2)C2C=CC=CC=2)C=CC=CC=1.[CH3:44][O:45][C:46]1[CH:57]=[C:56]2[C:49]([NH:50][CH:51]=[C:52]2[CH2:53][CH2:54][NH2:55])=[CH:48][CH:47]=1. Product: [CH3:15][O:16][C:17]([C:19]1[C:20]2([C:21]([O:23][CH3:24])=[O:22])[N:55]([CH2:54][CH2:53][C:52]3[C:56]4[C:49](=[CH:48][CH:47]=[C:46]([O:45][CH3:44])[CH:57]=4)[NH:50][C:51]=32)[CH:7]=[C:6]([C:5](=[O:14])[C:4]2[CH:3]=[C:2]([Br:1])[CH:11]=[CH:10][C:9]=2[OH:8])[CH:12]=1)=[O:18]. The catalyst class is: 11. (6) Reactant: [CH2:1]([C:3]1[S:7][C:6]([NH2:8])=[N:5][N:4]=1)[CH3:2].Br[CH2:10][C:11](=O)[C:12]([O:14][CH2:15][CH3:16])=[O:13].CCO. Product: [CH2:1]([C:3]1[S:7][C:6]2=[N:8][C:11]([C:12]([O:14][CH2:15][CH3:16])=[O:13])=[CH:10][N:5]2[N:4]=1)[CH3:2]. The catalyst class is: 25.